Dataset: Forward reaction prediction with 1.9M reactions from USPTO patents (1976-2016). Task: Predict the product of the given reaction. (1) Given the reactants Br[C:2]1[CH:3]=[C:4]2[C:9](=[CH:10][CH:11]=1)[N:8]=[CH:7][C:6]([C:12]([CH:14]1[CH2:16][CH2:15]1)=[O:13])=[C:5]2[NH:17][CH2:18][C@H:19]1[CH2:24][CH2:23][C@H:22]([N:25]([CH3:27])[CH3:26])[CH2:21][CH2:20]1.[Cl:28][C:29]1[CH:34]=[C:33](B2OC(C)(C)C(C)(C)O2)[CH:32]=[C:31]([Cl:44])[C:30]=1[OH:45], predict the reaction product. The product is: [CH:14]1([C:12]([C:6]2[CH:7]=[N:8][C:9]3[C:4]([C:5]=2[NH:17][CH2:18][C@H:19]2[CH2:20][CH2:21][C@H:22]([N:25]([CH3:27])[CH3:26])[CH2:23][CH2:24]2)=[CH:3][C:2]([C:33]2[CH:34]=[C:29]([Cl:28])[C:30]([OH:45])=[C:31]([Cl:44])[CH:32]=2)=[CH:11][CH:10]=3)=[O:13])[CH2:15][CH2:16]1. (2) Given the reactants Br[C:2]1[C:3]([NH2:22])=[N:4][CH:5]=[C:6]([C:8]2[CH:13]=[CH:12][C:11]([O:14][Si:15]([C:18]([CH3:21])([CH3:20])[CH3:19])([CH3:17])[CH3:16])=[CH:10][CH:9]=2)[N:7]=1.B(O)(O)[C:24]1[C:32]2[C:27](=[CH:28][CH:29]=[CH:30][CH:31]=2)[S:26][CH:25]=1.C([O-])([O-])=O.[Na+].[Na+].O, predict the reaction product. The product is: [S:26]1[CH:25]=[C:24]([C:2]2[C:3]([NH2:22])=[N:4][CH:5]=[C:6]([C:8]3[CH:13]=[CH:12][C:11]([O:14][Si:15]([C:18]([CH3:21])([CH3:20])[CH3:19])([CH3:17])[CH3:16])=[CH:10][CH:9]=3)[N:7]=2)[C:32]2[CH:31]=[CH:30][CH:29]=[CH:28][C:27]1=2. (3) Given the reactants Cl.[NH2:2][CH:3]1[CH2:9][CH:8]2[N:10]([CH2:11][C@@H:12]([C:14]3[C:15]([CH3:24])=[C:16]4[C:20](=[CH:21][CH:22]=3)[C:19](=[O:23])[O:18][CH2:17]4)[OH:13])[CH:5]([CH2:6][CH2:7]2)[CH2:4]1.[N:25]1([C:30]2[CH:38]=[CH:37][C:33]([C:34](O)=[O:35])=[CH:32][N:31]=2)[CH:29]=[N:28][N:27]=[N:26]1, predict the reaction product. The product is: [OH:13][C@H:12]([C:14]1[C:15]([CH3:24])=[C:16]2[C:20](=[CH:21][CH:22]=1)[C:19](=[O:23])[O:18][CH2:17]2)[CH2:11][N:10]1[CH:8]2[CH2:7][CH2:6][CH:5]1[CH2:4][CH:3]([NH:2][C:34](=[O:35])[C:33]1[CH:37]=[CH:38][C:30]([N:25]3[CH:29]=[N:28][N:27]=[N:26]3)=[N:31][CH:32]=1)[CH2:9]2. (4) Given the reactants [CH3:1][O:2][C:3]1[CH:4]=[C:5]2[C:10](=[CH:11][CH:12]=1)[N:9]=[C:8](Cl)[N:7]=[C:6]2Cl.[NH2:15][C:16]1[CH:23]=[CH:22][C:19]([CH2:20][NH2:21])=[CH:18][CH:17]=1.[Cl:24][C:25]1[CH:33]=[CH:32][C:28]([C:29](Cl)=[O:30])=[CH:27][CH:26]=1.[CH3:34][NH2:35], predict the reaction product. The product is: [Cl:24][C:25]1[CH:33]=[CH:32][C:28]([C:29]([NH:15][C:16]2[CH:23]=[CH:22][C:19]([CH2:20][NH:21][C:6]3[C:5]4[C:10](=[CH:11][CH:12]=[C:3]([O:2][CH3:1])[CH:4]=4)[N:9]=[C:8]([NH:35][CH3:34])[N:7]=3)=[CH:18][CH:17]=2)=[O:30])=[CH:27][CH:26]=1.